From a dataset of Reaction yield outcomes from USPTO patents with 853,638 reactions. Predict the reaction yield, written as a fraction of the theoretical maximum amount of product (1.0 means a 100% yield; for example, 0.34 means a 34% yield). (1) The reactants are [CH:1]([C:3]1[CH:11]=[CH:10][C:6]([C:7]([OH:9])=O)=[CH:5][CH:4]=1)=[O:2].C(N(CC)CC)C.ON1C2C=CC=CC=2N=N1.Cl.C(N=C=NCCCN(C)C)C.Cl.[CH:42]1([C:45]([N:47]2[CH2:52][CH2:51][NH:50][CH2:49][CH2:48]2)=[O:46])[CH2:44][CH2:43]1. The catalyst is ClCCl. The product is [CH:42]1([C:45]([N:47]2[CH2:52][CH2:51][N:50]([C:7]([C:6]3[CH:5]=[CH:4][C:3]([CH:1]=[O:2])=[CH:11][CH:10]=3)=[O:9])[CH2:49][CH2:48]2)=[O:46])[CH2:43][CH2:44]1. The yield is 0.800. (2) The reactants are I[C:2]1[C:10]2[S:9][C:8]([NH:11][C:12]([C:14]3[S:15][C:16]([CH3:19])=[CH:17][CH:18]=3)=[O:13])=[N:7][C:6]=2[C:5]([O:20][CH3:21])=[CH:4][CH:3]=1.[N+:22]([C:25]1[CH:26]=[C:27](B(O)O)[CH:28]=[CH:29][CH:30]=1)([O-:24])=[O:23]. No catalyst specified. The product is [N+:22]([C:25]1[CH:30]=[C:29]([C:2]2[C:10]3[S:9][C:8]([NH:11][C:12]([C:14]4[S:15][C:16]([CH3:19])=[CH:17][CH:18]=4)=[O:13])=[N:7][C:6]=3[C:5]([O:20][CH3:21])=[CH:4][CH:3]=2)[CH:28]=[CH:27][CH:26]=1)([O-:24])=[O:23]. The yield is 0.420. (3) The catalyst is CN(C=O)C.CCOC(C)=O. The product is [CH2:11]([O:10][N:9]1[CH2:25][CH2:24][N:7]([CH2:6][CH2:5][CH2:4][CH:3]([O:19][CH3:20])[O:2][CH3:1])[C:8]1=[O:18])[C:12]1[CH:13]=[CH:14][CH:15]=[CH:16][CH:17]=1. The yield is 0.360. The reactants are [CH3:1][O:2][CH:3]([O:19][CH3:20])[CH2:4][CH2:5][CH2:6][NH:7][C:8](=[O:18])[NH:9][O:10][CH2:11][C:12]1[CH:17]=[CH:16][CH:15]=[CH:14][CH:13]=1.[H-].[Na+].Br[CH2:24][CH2:25]Br. (4) The reactants are [N+:1]([C:4]1[CH:5]=[C:6]([NH:10][C:11](=[O:22])[C:12]2[CH:17]=[CH:16][CH:15]=[C:14]([C:18]([F:21])([F:20])[F:19])[CH:13]=2)[CH:7]=[CH:8][CH:9]=1)([O-])=O. The catalyst is O1CCCC1. The product is [NH2:1][C:4]1[CH:5]=[C:6]([NH:10][C:11](=[O:22])[C:12]2[CH:17]=[CH:16][CH:15]=[C:14]([C:18]([F:19])([F:20])[F:21])[CH:13]=2)[CH:7]=[CH:8][CH:9]=1. The yield is 0.660. (5) The reactants are [CH2:1]([N:8]1[CH:16]=[C:15]2[C:10]([CH:11]=[C:12]([C:17]3[CH:18]=[C:19]([CH:27]4[CH2:32][CH2:31][NH:30][CH2:29][CH2:28]4)[N:20]4[C:25]=3[C:24]([NH2:26])=[N:23][CH:22]=[N:21]4)[CH:13]=[CH:14]2)=[N:9]1)[C:2]1[CH:7]=[CH:6][CH:5]=[CH:4][CH:3]=1.[CH3:33][N:34]([CH3:38])[C:35](Cl)=[O:36].C(N(CC)CC)C. The catalyst is ClCCl. The product is [NH2:26][C:24]1[C:25]2=[C:17]([C:12]3[CH:13]=[CH:14][C:15]4[C:10]([CH:11]=3)=[N:9][N:8]([CH2:1][C:2]3[CH:3]=[CH:4][CH:5]=[CH:6][CH:7]=3)[CH:16]=4)[CH:18]=[C:19]([CH:27]3[CH2:32][CH2:31][N:30]([C:35]([N:34]([CH3:38])[CH3:33])=[O:36])[CH2:29][CH2:28]3)[N:20]2[N:21]=[CH:22][N:23]=1. The yield is 0.460. (6) The reactants are C([O:3][C:4](=[O:34])[CH2:5][N:6]([CH2:19][CH2:20][NH:21][S:22]([C:25]1[S:26][C:27]2[CH:33]=[CH:32][CH:31]=[CH:30][C:28]=2[N:29]=1)(=[O:24])=[O:23])[C:7](=[O:18])[CH2:8][N:9]1[CH:17]=[C:15]([CH3:16])[C:13](=[O:14])[NH:12][C:10]1=[O:11])C.O.[OH-].[Li+].Cl. The catalyst is O1CCCC1.O. The product is [S:26]1[C:27]2[CH:33]=[CH:32][CH:31]=[CH:30][C:28]=2[N:29]=[C:25]1[S:22]([NH:21][CH2:20][CH2:19][N:6]([C:7](=[O:18])[CH2:8][N:9]1[CH:17]=[C:15]([CH3:16])[C:13](=[O:14])[NH:12][C:10]1=[O:11])[CH2:5][C:4]([OH:34])=[O:3])(=[O:23])=[O:24]. The yield is 0.950. (7) The reactants are [OH:1][C:2]1[CH:3]=[C:4]2[C:9](=[CH:10][C:11]=1[O:12][CH3:13])[C:8]([CH2:14][C:15]1[CH:20]=[CH:19][CH:18]=[C:17]([O:21][CH2:22][CH3:23])[CH:16]=1)=[N:7][CH:6]=[C:5]2[CH:24]=[O:25].C(=O)([O-])[O-].[K+].[K+].Br[CH2:33][CH2:34][O:35][CH2:36][CH3:37]. The catalyst is CN(C)C=O. The product is [CH2:22]([O:21][C:17]1[CH:16]=[C:15]([CH:20]=[CH:19][CH:18]=1)[CH2:14][C:8]1[C:9]2[C:4](=[CH:3][C:2]([O:1][CH2:33][CH2:34][O:35][CH2:36][CH3:37])=[C:11]([O:12][CH3:13])[CH:10]=2)[C:5]([CH:24]=[O:25])=[CH:6][N:7]=1)[CH3:23]. The yield is 0.880. (8) The reactants are [NH:1]1[CH2:6][CH2:5][CH:4]([N:7]2[CH:11]=[C:10]([NH:12][C:13]3[N:18]=[C:17]([CH2:19][CH2:20][C:21]4[CH:26]=[CH:25][CH:24]=[CH:23][C:22]=4[C:27]4([C:30]([NH2:32])=[O:31])[CH2:29][CH2:28]4)[C:16]([C:33]([F:36])([F:35])[F:34])=[CH:15][N:14]=3)[CH:9]=[N:8]2)[CH2:3][CH2:2]1.C=O.[C:39](O[BH-](OC(=O)C)OC(=O)C)(=O)C.[Na+]. The catalyst is CO. The product is [CH3:39][N:1]1[CH2:2][CH2:3][CH:4]([N:7]2[CH:11]=[C:10]([NH:12][C:13]3[N:18]=[C:17]([CH2:19][CH2:20][C:21]4[CH:26]=[CH:25][CH:24]=[CH:23][C:22]=4[C:27]4([C:30]([NH2:32])=[O:31])[CH2:28][CH2:29]4)[C:16]([C:33]([F:35])([F:34])[F:36])=[CH:15][N:14]=3)[CH:9]=[N:8]2)[CH2:5][CH2:6]1. The yield is 0.580. (9) The yield is 0.960. The catalyst is CN(C)C=O.C([O-])(=O)C.[Pd+2].C([O-])(=O)C. The product is [Si:15]([CH:22]1[C:23](=[CH:24][O:25][Si:26]([C:29]([CH3:32])([CH3:31])[CH3:30])([CH3:27])[CH3:28])[C:7]2[CH:8]=[CH:9][C:10]([O:11][CH3:12])=[C:5]([O:4][CH:1]([CH3:2])[CH3:3])[C:6]=2[O:14]1)([C:18]([CH3:21])([CH3:20])[CH3:19])([CH3:17])[CH3:16]. The reactants are [CH:1]([O:4][C:5]1[C:10]([O:11][CH3:12])=[CH:9][C:8](I)=[CH:7][C:6]=1[OH:14])([CH3:3])[CH3:2].[Si:15]([C:22]#[C:23][CH2:24][O:25][Si:26]([C:29]([CH3:32])([CH3:31])[CH3:30])([CH3:28])[CH3:27])([C:18]([CH3:21])([CH3:20])[CH3:19])([CH3:17])[CH3:16].[Cl-].[Li+].C(=O)([O-])[O-].[Na+].[Na+]. (10) The reactants are C([O:3][C:4]([C:6]1[N:7]=[C:8]([NH:11][C:12](=[O:28])[CH:13]([C:20]2[CH:25]=[CH:24][C:23]([Cl:26])=[C:22]([Cl:27])[CH:21]=2)[CH2:14][CH:15]2[CH2:19][CH2:18][CH2:17][CH2:16]2)[S:9][CH:10]=1)=O)C.[BH4-].[Na+]. The catalyst is O1CCCC1. The product is [CH:15]1([CH2:14][CH:13]([C:20]2[CH:25]=[CH:24][C:23]([Cl:26])=[C:22]([Cl:27])[CH:21]=2)[C:12]([NH:11][C:8]2[S:9][CH:10]=[C:6]([CH2:4][OH:3])[N:7]=2)=[O:28])[CH2:16][CH2:17][CH2:18][CH2:19]1. The yield is 0.250.